Dataset: TCR-epitope binding with 47,182 pairs between 192 epitopes and 23,139 TCRs. Task: Binary Classification. Given a T-cell receptor sequence (or CDR3 region) and an epitope sequence, predict whether binding occurs between them. (1) The epitope is KLPDDFTGCV. The TCR CDR3 sequence is CASSLDTPTSYYNEQFF. Result: 1 (the TCR binds to the epitope). (2) The epitope is TPINLVRDL. The TCR CDR3 sequence is CSVEGASGISYNEQFF. Result: 1 (the TCR binds to the epitope).